This data is from Forward reaction prediction with 1.9M reactions from USPTO patents (1976-2016). The task is: Predict the product of the given reaction. (1) Given the reactants [CH3:1][O:2][C:3]1[CH:4]=[C:5]([CH:10]=[C:11]([O:16][CH3:17])[C:12]=1[CH:13]([CH3:15])[CH3:14])[C:6]([O:8]C)=O.[CH3:18][C:19]1[CH:26]=[CH:25][C:22]([CH2:23]Br)=[CH:21][CH:20]=1, predict the reaction product. The product is: [CH3:18][C:19]1[CH:26]=[CH:25][C:22]([CH2:23][C:6]([C:5]2[CH:10]=[C:11]([O:16][CH3:17])[C:12]([CH:13]([CH3:15])[CH3:14])=[C:3]([O:2][CH3:1])[CH:4]=2)([OH:8])[CH2:6][C:5]2[CH:10]=[CH:11][C:12]([CH3:13])=[CH:3][CH:4]=2)=[CH:21][CH:20]=1. (2) Given the reactants [O-:1][CH2:2][CH3:3].[Na+].Cl[C:6]1[N:19]=[C:18]([O:20][CH2:21][C:22]([F:25])([F:24])[F:23])[CH:17]=[CH:16][C:7]=1[C:8]([O:10][CH2:11][C:12](F)(F)F)=[O:9].O, predict the reaction product. The product is: [CH2:2]([O:1][C:6]1[N:19]=[C:18]([O:20][CH2:21][C:22]([F:25])([F:23])[F:24])[CH:17]=[CH:16][C:7]=1[C:8]([O:10][CH2:11][CH3:12])=[O:9])[CH3:3].